This data is from Full USPTO retrosynthesis dataset with 1.9M reactions from patents (1976-2016). The task is: Predict the reactants needed to synthesize the given product. The reactants are: [F:1][C:2]1[CH:7]=[CH:6][C:5]([CH:8]2[CH2:13][CH2:12][CH2:11][NH:10][CH2:9]2)=[CH:4][CH:3]=1.[CH:14]([C:16]1[CH:31]=[CH:30][C:19]([O:20][C:21]2[CH:29]=[CH:28][C:24]([C:25]([NH2:27])=[O:26])=[CH:23][N:22]=2)=[CH:18][CH:17]=1)=O.C(O[BH-](OC(=O)C)OC(=O)C)(=O)C.[Na+].C(O)(=O)C.[Cl:50]CCCl. Given the product [ClH:50].[F:1][C:2]1[CH:3]=[CH:4][C:5]([CH:8]2[CH2:13][CH2:12][CH2:11][N:10]([CH2:14][C:16]3[CH:31]=[CH:30][C:19]([O:20][C:21]4[CH:29]=[CH:28][C:24]([C:25]([NH2:27])=[O:26])=[CH:23][N:22]=4)=[CH:18][CH:17]=3)[CH2:9]2)=[CH:6][CH:7]=1, predict the reactants needed to synthesize it.